From a dataset of Full USPTO retrosynthesis dataset with 1.9M reactions from patents (1976-2016). Predict the reactants needed to synthesize the given product. (1) Given the product [C:1]([Si:5]([CH3:35])([CH3:36])[O:6][C:7]1[CH:12]=[CH:11][C:10]([C:13]([C:18]2[CH:23]=[CH:22][C:21]([C:24]#[C:25][CH:26]([C:28]3([CH2:31][CH3:32])[CH2:29][CH2:30]3)[OH:27])=[C:20]([CH3:33])[CH:19]=2)([CH2:14][CH3:15])[CH2:16][CH3:17])=[CH:9][C:8]=1[CH3:34])([CH3:2])([CH3:4])[CH3:3], predict the reactants needed to synthesize it. The reactants are: [C:1]([Si:5]([CH3:36])([CH3:35])[O:6][C:7]1[CH:12]=[CH:11][C:10]([C:13]([C:18]2[CH:23]=[CH:22][C:21]([C:24]#[C:25][C:26]([C:28]3([CH2:31][CH3:32])[CH2:30][CH2:29]3)=[O:27])=[C:20]([CH3:33])[CH:19]=2)([CH2:16][CH3:17])[CH2:14][CH3:15])=[CH:9][C:8]=1[CH3:34])([CH3:4])([CH3:3])[CH3:2].[BH4-].[Na+]. (2) Given the product [F:22][C:23]1[N:24]=[C:15]2[O:17][C:5]3([CH:4]4[CH2:3][CH2:2][N:11]([CH2:12][CH2:14]4)[CH2:8]3)[CH2:6][C:1]2=[CH:27][CH:28]=1, predict the reactants needed to synthesize it. The reactants are: [C:1]1([Li])[CH:6]=[CH:5][CH:4]=[CH:3][CH:2]=1.[CH:8]([NH:11][CH:12]([CH3:14])C)(C)C.[C:15](=[O:17])=O.CC(C)=O.[F:22][C:23]1[CH:28]=[CH:27]C=C(F)[N:24]=1.C(=O)(O)[O-].[Na+].[H-].[Na+]. (3) The reactants are: [O:1]1[C:5]2[CH:6]=[CH:7][CH:8]=[CH:9][C:4]=2[CH:3]=[C:2]1[C:10]([NH:12][CH2:13][CH2:14][S:15][C:16]1[CH:25]=[CH:24][C:19]([C:20](OC)=[O:21])=[CH:18][CH:17]=1)=[O:11].[NH2:26][OH:27].CO.[OH-].[Na+]. Given the product [OH:27][NH:26][C:20](=[O:21])[C:19]1[CH:24]=[CH:25][C:16]([S:15][CH2:14][CH2:13][NH:12][C:10]([C:2]2[O:1][C:5]3[CH:6]=[CH:7][CH:8]=[CH:9][C:4]=3[CH:3]=2)=[O:11])=[CH:17][CH:18]=1, predict the reactants needed to synthesize it. (4) The reactants are: B.C1COCC1.[Br:7][C:8]1[CH:13]=[CH:12][C:11]([NH:14][C@@H:15]2[CH2:23][N:22]3[C@H:17]([CH2:18][O:19][CH2:20][C:21]3=O)[CH2:16]2)=[C:10]([N+:25]([O-:27])=[O:26])[CH:9]=1. Given the product [Br:7][C:8]1[CH:13]=[CH:12][C:11]([NH:14][C@@H:15]2[CH2:23][N:22]3[C@H:17]([CH2:18][O:19][CH2:20][CH2:21]3)[CH2:16]2)=[C:10]([N+:25]([O-:27])=[O:26])[CH:9]=1, predict the reactants needed to synthesize it. (5) Given the product [C:14]([O:12][C:10]1[C:9]2[C:4](=[CH:5][CH:6]=[CH:7][CH:8]=2)[C:3]([OH:13])=[C:2]([CH3:1])[CH:11]=1)(=[O:21])[C:15]1[CH:20]=[CH:19][CH:18]=[CH:17][CH:16]=1, predict the reactants needed to synthesize it. The reactants are: [CH3:1][C:2]1[CH:11]=[C:10]([OH:12])[C:9]2[C:4](=[CH:5][CH:6]=[CH:7][CH:8]=2)[C:3]=1[OH:13].[C:14](Cl)(=[O:21])[C:15]1[CH:20]=[CH:19][CH:18]=[CH:17][CH:16]=1. (6) Given the product [CH2:31]([N:1]1[CH2:2][CH:3]([N:5]2[CH:9]=[C:8]([C:10]3[CH:11]=[N:12][C:13]4[C:18]([CH:19]=3)=[CH:17][C:16]([S:20][C:21]3[N:25]5[N:26]=[C:27]([CH3:30])[CH:28]=[CH:29][C:24]5=[N:23][N:22]=3)=[CH:15][CH:14]=4)[CH:7]=[N:6]2)[CH2:4]1)[CH3:32], predict the reactants needed to synthesize it. The reactants are: [NH:1]1[CH2:4][CH:3]([N:5]2[CH:9]=[C:8]([C:10]3[CH:11]=[N:12][C:13]4[C:18]([CH:19]=3)=[CH:17][C:16]([S:20][C:21]3[N:25]5[N:26]=[C:27]([CH3:30])[CH:28]=[CH:29][C:24]5=[N:23][N:22]=3)=[CH:15][CH:14]=4)[CH:7]=[N:6]2)[CH2:2]1.[CH:31](=O)[CH3:32].C(O[BH-](OC(=O)C)OC(=O)C)(=O)C.[Na+]. (7) Given the product [CH:1]1([C:7]2[C:8]3[CH:9]=[CH:10][C:11]([C:30]([NH:31][S:32]([N:35]([CH3:36])[CH3:37])(=[O:33])=[O:34])=[O:38])=[CH:12][C:13]=3[N:14]3[CH2:20][C:19]([C:21]([N:51]4[CH2:52][CH2:53][CH2:54][C@H:55]5[CH2:56][NH:48][CH2:49][C@@H:50]45)=[O:23])=[CH:18][C:17]4[CH:24]=[C:25]([O:28][CH3:29])[CH:26]=[CH:27][C:16]=4[C:15]=23)[CH2:2][CH2:3][CH2:4][CH2:5][CH2:6]1, predict the reactants needed to synthesize it. The reactants are: [CH:1]1([C:7]2[C:8]3[CH:9]=[CH:10][C:11]([C:30](=[O:38])[NH:31][S:32]([N:35]([CH3:37])[CH3:36])(=[O:34])=[O:33])=[CH:12][C:13]=3[N:14]3[CH2:20][C:19]([C:21]([OH:23])=O)=[CH:18][C:17]4[CH:24]=[C:25]([O:28][CH3:29])[CH:26]=[CH:27][C:16]=4[C:15]=23)[CH2:6][CH2:5][CH2:4][CH2:3][CH2:2]1.Cl.Cl.C([N:48]1[CH2:56][C@H:55]2[C@H:50]([NH:51][CH2:52][CH2:53][CH2:54]2)[CH2:49]1)C1C=CC=CC=1.CN(C(ON1N=NC2C=CC=NC1=2)=[N+](C)C)C.F[P-](F)(F)(F)(F)F.Cl. (8) Given the product [C:28]([O:32][C:33]([N:20]1[CH2:19][CH2:18][N:17]([C:13]2[CH:14]=[N:15][CH:16]=[C:11]([O:10][CH3:9])[CH:12]=2)[CH2:22][CH2:21]1)=[O:34])([CH3:31])([CH3:30])[CH3:29], predict the reactants needed to synthesize it. The reactants are: C(O)(=O)/C=C/C(O)=O.[CH3:9][O:10][C:11]1[CH:12]=[C:13]([N:17]2[CH2:22][CH2:21][NH:20][CH2:19][CH2:18]2)[CH:14]=[N:15][CH:16]=1.C(=O)([O-])O.[Na+].[C:28]([O:32][C:33](O[C:33]([O:32][C:28]([CH3:31])([CH3:30])[CH3:29])=[O:34])=[O:34])([CH3:31])([CH3:30])[CH3:29].